Dataset: Forward reaction prediction with 1.9M reactions from USPTO patents (1976-2016). Task: Predict the product of the given reaction. (1) Given the reactants [CH3:1][C:2]1[CH:3]=[C:4]([CH2:10][CH2:11][C:12]([C:14]2[S:21][C:20]([CH3:22])=[C:19]3[C:15]=2[CH2:16][C@H:17]2[C:23]([CH3:25])([CH3:24])[C@H:18]23)=[O:13])[CH:5]=[C:6]([CH3:9])[C:7]=1[OH:8].Br[CH2:27][CH2:28][CH2:29][OH:30], predict the reaction product. The product is: [OH:30][CH2:29][CH2:28][CH2:27][O:8][C:7]1[C:2]([CH3:1])=[CH:3][C:4]([CH2:10][CH2:11][C:12]([C:14]2[S:21][C:20]([CH3:22])=[C:19]3[C:15]=2[CH2:16][C@H:17]2[C:23]([CH3:25])([CH3:24])[C@H:18]23)=[O:13])=[CH:5][C:6]=1[CH3:9]. (2) Given the reactants [F:1][C:2]([F:15])([F:14])[C:3]1[C:11]([C:12]#[N:13])=[CH:10][CH:9]=[C:8]2[C:4]=1[CH:5]=[CH:6][NH:7]2.Br[CH2:17][C:18]1[O:19][C:20]([C:23]([F:26])([F:25])[F:24])=[CH:21][CH:22]=1, predict the reaction product. The product is: [F:15][C:2]([F:14])([F:1])[C:3]1[C:11]([C:12]#[N:13])=[CH:10][CH:9]=[C:8]2[C:4]=1[CH:5]=[CH:6][N:7]2[CH2:17][C:18]1[O:19][C:20]([C:23]([F:26])([F:25])[F:24])=[CH:21][CH:22]=1.